This data is from Catalyst prediction with 721,799 reactions and 888 catalyst types from USPTO. The task is: Predict which catalyst facilitates the given reaction. (1) Reactant: CC(C)([O-])C.[K+].[Cl:7][C:8]1[CH:13]=[CH:12][C:11]([CH2:14][SH:15])=[CH:10][CH:9]=1.CS([C:20]1[C:24]([C:25]([NH2:27])=[O:26])=[C:23]([NH:28][C:29]2[CH:34]=[CH:33][N:32]=[CH:31][CH:30]=2)[S:22][N:21]=1)(=O)=O. Product: [Cl:7][C:8]1[CH:13]=[CH:12][C:11]([CH2:14][S:15][C:20]2[C:24]([C:25]([NH2:27])=[O:26])=[C:23]([NH:28][C:29]3[CH:34]=[CH:33][N:32]=[CH:31][CH:30]=3)[S:22][N:21]=2)=[CH:10][CH:9]=1. The catalyst class is: 20. (2) Reactant: [CH2:1]([O:8][C:9]1[CH:10]=[C:11]([C:15]2[C:23]3[C:22]([NH2:24])=[N:21][CH:20]=[N:19][C:18]=3[N:17]([C@H:25]3[CH2:28][C@@H:27]([CH2:29][N:30]4[CH2:35][CH2:34]S[CH2:32][CH2:31]4)[CH2:26]3)[CH:16]=2)[CH:12]=[CH:13][CH:14]=1)[C:2]1[CH:7]=[CH:6][CH:5]=[CH:4][CH:3]=1.[OH:36][S:37]([O-:40])(=O)=O.OS(O[O-])(=O)=O.OS(O[O-])(=O)=O.[O-]S([O-])(=O)=O.[K+].[K+].[K+].[K+].[K+].CC([O-])=O.[Na+]. Product: [CH2:1]([O:8][C:9]1[CH:10]=[C:11]([C:15]2[C:23]3[C:22]([NH2:24])=[N:21][CH:20]=[N:19][C:18]=3[N:17]([C@H:25]3[CH2:28][C@@H:27]([CH2:29][N:30]4[CH2:35][CH2:34][S:37](=[O:40])(=[O:36])[CH2:32][CH2:31]4)[CH2:26]3)[CH:16]=2)[CH:12]=[CH:13][CH:14]=1)[C:2]1[CH:7]=[CH:6][CH:5]=[CH:4][CH:3]=1. The catalyst class is: 20. (3) Reactant: [CH3:1][O:2][C:3]1[CH:8]=[C:7]([CH3:9])[C:6]([S:10]([N:13]([CH2:15][C:16]2[O:20][CH:19]=[C:18]([C:21]([OH:23])=O)[CH:17]=2)[CH3:14])(=[O:12])=[O:11])=[C:5]([CH3:24])[CH:4]=1.CCN=C=NCCCN(C)C.C1C=NC2N(O)N=NC=2C=1.[N:46]1([CH2:51][CH:52]2[CH2:57][CH2:56][NH:55][CH2:54][CH2:53]2)[CH2:50][CH2:49][CH2:48][CH2:47]1. Product: [CH3:1][O:2][C:3]1[CH:4]=[C:5]([CH3:24])[C:6]([S:10]([N:13]([CH3:14])[CH2:15][C:16]2[O:20][CH:19]=[C:18]([C:21]([N:55]3[CH2:54][CH2:53][CH:52]([CH2:51][N:46]4[CH2:50][CH2:49][CH2:48][CH2:47]4)[CH2:57][CH2:56]3)=[O:23])[CH:17]=2)(=[O:11])=[O:12])=[C:7]([CH3:9])[CH:8]=1. The catalyst class is: 3.